From a dataset of Full USPTO retrosynthesis dataset with 1.9M reactions from patents (1976-2016). Predict the reactants needed to synthesize the given product. Given the product [ClH:81].[ClH:81].[CH3:44][O:45][C:46]1[CH:51]=[C:50]([CH3:52])[C:49]([S:53]([N:56]2[CH2:61][CH2:60][CH2:59][CH2:58][CH:57]2[CH2:62][O:63][CH2:64][C:65]([N:67]2[CH2:72][CH2:71][N:70]([CH:73]3[CH2:78][CH2:77][N:76]([CH3:79])[CH2:75][CH2:74]3)[CH2:69][CH2:68]2)=[O:66])(=[O:55])=[O:54])=[C:48]([CH3:80])[CH:47]=1, predict the reactants needed to synthesize it. The reactants are: COC1C=C(C)C(S(N2CCCCC2COCC(O)=O)(=O)=O)=C(C)C=1.CN1CCC(N2CCNCC2)CC1.C(=O)([O-])O.[Na+].[CH3:44][O:45][C:46]1[CH:51]=[C:50]([CH3:52])[C:49]([S:53]([N:56]2[CH2:61][CH2:60][CH2:59][CH2:58][CH:57]2[CH2:62][O:63][CH2:64][C:65]([N:67]2[CH2:72][CH2:71][N:70]([CH:73]3[CH2:78][CH2:77][N:76]([CH3:79])[CH2:75][CH2:74]3)[CH2:69][CH2:68]2)=[O:66])(=[O:55])=[O:54])=[C:48]([CH3:80])[CH:47]=1.[Cl:81][Si](C)(C)C.